Dataset: Forward reaction prediction with 1.9M reactions from USPTO patents (1976-2016). Task: Predict the product of the given reaction. (1) Given the reactants [CH3:1][O:2][C:3]1[C:4]2[N:5]([N:15]=[CH:16][C:17]=2[CH:18]=O)[CH:6]=[C:7]([C:9]2[CH:10]=[N:11][N:12]([CH3:14])[CH:13]=2)[CH:8]=1.[Cl-].[C:21]([O:25][C:26]([N:28]1[CH2:36][CH2:35][C:31]2([CH2:34][NH2+:33][CH2:32]2)[CH2:30][CH2:29]1)=[O:27])([CH3:24])([CH3:23])[CH3:22].C(N(CC)CC)C.C(O[BH-](OC(=O)C)OC(=O)C)(=O)C.[Na+], predict the reaction product. The product is: [CH3:1][O:2][C:3]1[C:4]2[N:5]([N:15]=[CH:16][C:17]=2[CH2:18][N:33]2[CH2:34][C:31]3([CH2:30][CH2:29][N:28]([C:26]([O:25][C:21]([CH3:24])([CH3:23])[CH3:22])=[O:27])[CH2:36][CH2:35]3)[CH2:32]2)[CH:6]=[C:7]([C:9]2[CH:10]=[N:11][N:12]([CH3:14])[CH:13]=2)[CH:8]=1. (2) Given the reactants Cl[C:2]1[C:3](=[O:10])[O:4][C:5]([CH3:9])=[C:6]([Cl:8])[N:7]=1.[N+:11]([C:14]1[CH:20]=[CH:19][C:17]([NH2:18])=[CH:16][CH:15]=1)([O-:13])=[O:12].O, predict the reaction product. The product is: [Cl:8][C:6]1[N:7]=[C:2]([NH:18][C:17]2[CH:19]=[CH:20][C:14]([N+:11]([O-:13])=[O:12])=[CH:15][CH:16]=2)[C:3](=[O:10])[O:4][C:5]=1[CH3:9]. (3) Given the reactants [OH-].[Na+].[CH2:3]([CH:6]([CH2:11][C:12]#[CH:13])[C:7]([O:9]C)=[O:8])[C:4]#[CH:5], predict the reaction product. The product is: [CH2:3]([CH:6]([CH2:11][C:12]#[CH:13])[C:7]([OH:9])=[O:8])[C:4]#[CH:5]. (4) Given the reactants C(OC[N:10]1[C:14]2[CH:15]=[N:16][NH:17][C:18](=[O:19])[C:13]=2[C:12]([CH2:20][C:21]2[CH:22]=[N:23][C:24]([O:27][CH3:28])=[CH:25][CH:26]=2)=[C:11]1[C:29]1[CH:34]=[CH:33][C:32]([O:35][CH:36]([F:38])[F:37])=[C:31]([O:39][CH:40]2[CH2:42][CH2:41]2)[CH:30]=1)C1C=CC=CC=1.C(OCN1C2C=NNC(=O)C=2C(CC2C=CC=CC=2F)=C1C1C=CC(OC(F)F)=C(OC2CC2)C=1)C1C=CC=CC=1, predict the reaction product. The product is: [CH:40]1([O:39][C:31]2[CH:30]=[C:29]([C:11]3[NH:10][C:14]4[CH:15]=[N:16][NH:17][C:18](=[O:19])[C:13]=4[C:12]=3[CH2:20][C:21]3[CH:22]=[N:23][C:24]([O:27][CH3:28])=[CH:25][CH:26]=3)[CH:34]=[CH:33][C:32]=2[O:35][CH:36]([F:38])[F:37])[CH2:42][CH2:41]1. (5) The product is: [Cl:12][C:13]1[CH:14]=[C:15]([C:1]2[O:2][C:3]3[CH:9]=[C:8]([OH:10])[CH:7]=[CH:6][C:4]=3[N:5]=2)[CH:19]=[CH:20][C:21]=1[OH:22]. Given the reactants [CH3:1][O:2][C:3]1[CH:9]=[C:8]([O:10]C)[CH:7]=[CH:6][C:4]=1[NH2:5].[Cl:12][C:13]1[CH:14]=[C:15]([CH:19]=[CH:20][C:21]=1[O:22]C)C(O)=O, predict the reaction product. (6) Given the reactants [NH2:1][C@H:2]([CH2:19][C:20]1[CH:25]=[CH:24][CH:23]=[CH:22][N:21]=1)[C:3]([N:5]1[CH2:10][CH2:9][N:8]([C:11]2[CH:16]=[CH:15][CH:14]=[CH:13][C:12]=2[O:17][CH3:18])[CH2:7][CH2:6]1)=O.B(F)(F)F.CCOCC.B.C1COCC1.Cl, predict the reaction product. The product is: [CH3:18][O:17][C:12]1[CH:13]=[CH:14][CH:15]=[CH:16][C:11]=1[N:8]1[CH2:9][CH2:10][N:5]([CH2:3][C@H:2]([NH2:1])[CH2:19][C:20]2[CH:25]=[CH:24][CH:23]=[CH:22][N:21]=2)[CH2:6][CH2:7]1. (7) Given the reactants [CH2:1]([N:3]1[C:12]2[C:7](=[C:8]([F:33])[C:9]([O:23][CH2:24][C:25]3[CH:30]=[CH:29][C:28]([O:31][CH3:32])=[CH:27][CH:26]=3)=[C:10]([O:13][CH2:14][C:15]3[CH:20]=[CH:19][C:18]([O:21][CH3:22])=[CH:17][CH:16]=3)[CH:11]=2)[C:6](=[O:34])[C:5]([CH:35]=O)=[CH:4]1)[CH3:2].[NH:37]1[CH2:41][CH2:40][CH2:39][CH2:38]1.C(O[BH-](OC(=O)C)OC(=O)C)(=O)C.[Na+].CC(O)=O, predict the reaction product. The product is: [CH2:1]([N:3]1[C:12]2[C:7](=[C:8]([F:33])[C:9]([O:23][CH2:24][C:25]3[CH:30]=[CH:29][C:28]([O:31][CH3:32])=[CH:27][CH:26]=3)=[C:10]([O:13][CH2:14][C:15]3[CH:16]=[CH:17][C:18]([O:21][CH3:22])=[CH:19][CH:20]=3)[CH:11]=2)[C:6](=[O:34])[C:5]([CH2:35][N:37]2[CH2:41][CH2:40][CH2:39][CH2:38]2)=[CH:4]1)[CH3:2]. (8) Given the reactants [C:1]([O:9][CH2:10][C@@H:11]1[CH2:15][C@@H:14]([O:16]C(=O)C)[C@H:13]([N:20]2[C:24]3[N:25]=[C:26]([NH2:30])[NH:27][C:28](=[O:29])[C:23]=3[S:22][C:21]2=[O:31])[O:12]1)(=[O:8])[C:2]1[CH:7]=[CH:6][CH:5]=[CH:4][CH:3]=1.C(=O)([O-])[O-].[K+].[K+], predict the reaction product. The product is: [NH2:30][C:26]1[NH:27][C:28](=[O:29])[C:23]2[S:22][C:21](=[O:31])[N:20]([C@H:13]3[C@H:14]([OH:16])[CH2:15][C@@H:11]([CH2:10][OH:9])[O:12]3)[C:24]=2[N:25]=1.[C:1]([O:9][CH2:10][C@@H:11]1[CH2:15][C@@H:14]([OH:16])[C@H:13]([N:20]2[C:24]3[N:25]=[C:26]([NH2:30])[NH:27][C:28](=[O:29])[C:23]=3[S:22][C:21]2=[O:31])[O:12]1)(=[O:8])[C:2]1[CH:7]=[CH:6][CH:5]=[CH:4][CH:3]=1. (9) Given the reactants [Cl:1][C:2]1[N:11]=[CH:10][C:9]2[C:4](=[CH:5][CH:6]=[C:7]([OH:12])[CH:8]=2)[N:3]=1.[Cl:13]N1C(=O)CCC1=O, predict the reaction product. The product is: [Cl:1][C:2]1[N:11]=[CH:10][C:9]2[C:4](=[CH:5][CH:6]=[C:7]([OH:12])[C:8]=2[Cl:13])[N:3]=1. (10) Given the reactants Br[C:2]1[C:10]2[O:9][CH2:8][C@@H:7]([N:11]([C:26](=[O:31])[C:27]([F:30])([F:29])[F:28])[C:12]3[CH:25]=[CH:24][C:15]4[C@H:16]([CH2:19][C:20]([O:22][CH3:23])=[O:21])[CH2:17][O:18][C:14]=4[CH:13]=3)[C:6]=2[CH:5]=[CH:4][CH:3]=1.[CH3:32][C:33]1[CH:38]=[CH:37][N:36]=[C:35]([NH2:39])[CH:34]=1.C(=O)([O-])[O-].[Cs+].[Cs+].C1(P(C2C=CC=CC=2)C2C3OC4C(=CC=CC=4P(C4C=CC=CC=4)C4C=CC=CC=4)C(C)(C)C=3C=CC=2)C=CC=CC=1, predict the reaction product. The product is: [CH3:32][C:33]1[CH:38]=[CH:37][N:36]=[C:35]([NH:39][C:2]2[C:10]3[O:9][CH2:8][C@@H:7]([N:11]([C:26](=[O:31])[C:27]([F:30])([F:29])[F:28])[C:12]4[CH:25]=[CH:24][C:15]5[C@H:16]([CH2:19][C:20]([O:22][CH3:23])=[O:21])[CH2:17][O:18][C:14]=5[CH:13]=4)[C:6]=3[CH:5]=[CH:4][CH:3]=2)[CH:34]=1.